From a dataset of Reaction yield outcomes from USPTO patents with 853,638 reactions. Predict the reaction yield, written as a fraction of the theoretical maximum amount of product (1.0 means a 100% yield; for example, 0.34 means a 34% yield). The reactants are [Cl:1][C:2]1[CH:7]=[CH:6][CH:5]=[C:4]([F:8])[C:3]=1[CH2:9][CH:10]([C:20]1[S:24][C:23]([C:25]2[CH:30]=[CH:29][C:28]([C:31]([F:34])([F:33])[F:32])=[CH:27][CH:26]=2)=[N:22][C:21]=1[CH3:35])[S:11][C:12]1[CH:17]=[CH:16][C:15]([OH:18])=[C:14]([CH3:19])[CH:13]=1.C(=O)([O-])[O-].[K+].[K+].[CH2:42]([O:45][C:46](=[O:49])[CH2:47]Br)[CH:43]=[CH2:44]. The catalyst is CC(C)=O. The product is [CH2:42]([O:45][C:46](=[O:49])[CH2:47][O:18][C:15]1[CH:16]=[CH:17][C:12]([S:11][CH:10]([C:20]2[S:24][C:23]([C:25]3[CH:26]=[CH:27][C:28]([C:31]([F:34])([F:33])[F:32])=[CH:29][CH:30]=3)=[N:22][C:21]=2[CH3:35])[CH2:9][C:3]2[C:4]([F:8])=[CH:5][CH:6]=[CH:7][C:2]=2[Cl:1])=[CH:13][C:14]=1[CH3:19])[CH:43]=[CH2:44]. The yield is 0.940.